The task is: Regression. Given two drug SMILES strings and cell line genomic features, predict the synergy score measuring deviation from expected non-interaction effect.. This data is from NCI-60 drug combinations with 297,098 pairs across 59 cell lines. (1) Drug 1: CC(CN1CC(=O)NC(=O)C1)N2CC(=O)NC(=O)C2. Drug 2: B(C(CC(C)C)NC(=O)C(CC1=CC=CC=C1)NC(=O)C2=NC=CN=C2)(O)O. Cell line: NCI-H522. Synergy scores: CSS=10.1, Synergy_ZIP=-5.02, Synergy_Bliss=-4.94, Synergy_Loewe=-0.894, Synergy_HSA=-2.52. (2) Drug 1: CC12CCC3C(C1CCC2=O)CC(=C)C4=CC(=O)C=CC34C. Drug 2: C1=NC2=C(N1)C(=S)N=C(N2)N. Cell line: MALME-3M. Synergy scores: CSS=26.7, Synergy_ZIP=-3.28, Synergy_Bliss=-0.509, Synergy_Loewe=-8.59, Synergy_HSA=0.520. (3) Drug 1: C1=CN(C(=O)N=C1N)C2C(C(C(O2)CO)O)O.Cl. Synergy scores: CSS=0.700, Synergy_ZIP=0.285, Synergy_Bliss=0.315, Synergy_Loewe=-7.83, Synergy_HSA=-3.90. Drug 2: C1C(C(OC1N2C=NC(=NC2=O)N)CO)O. Cell line: RXF 393. (4) Drug 1: C1=NC2=C(N=C(N=C2N1C3C(C(C(O3)CO)O)O)F)N. Drug 2: B(C(CC(C)C)NC(=O)C(CC1=CC=CC=C1)NC(=O)C2=NC=CN=C2)(O)O. Cell line: DU-145. Synergy scores: CSS=19.2, Synergy_ZIP=-3.60, Synergy_Bliss=-4.85, Synergy_Loewe=-27.0, Synergy_HSA=-3.72. (5) Drug 1: CC12CCC(CC1=CCC3C2CCC4(C3CC=C4C5=CN=CC=C5)C)O. Synergy scores: CSS=5.01, Synergy_ZIP=0.388, Synergy_Bliss=3.94, Synergy_Loewe=3.38, Synergy_HSA=3.45. Cell line: SNB-75. Drug 2: C1CCN(CC1)CCOC2=CC=C(C=C2)C(=O)C3=C(SC4=C3C=CC(=C4)O)C5=CC=C(C=C5)O. (6) Drug 1: CC1C(C(CC(O1)OC2CC(CC3=C2C(=C4C(=C3O)C(=O)C5=C(C4=O)C(=CC=C5)OC)O)(C(=O)C)O)N)O.Cl. Drug 2: C1=CC(=CC=C1CC(C(=O)O)N)N(CCCl)CCCl.Cl. Cell line: BT-549. Synergy scores: CSS=26.5, Synergy_ZIP=-6.95, Synergy_Bliss=5.22, Synergy_Loewe=-2.57, Synergy_HSA=5.07. (7) Drug 2: B(C(CC(C)C)NC(=O)C(CC1=CC=CC=C1)NC(=O)C2=NC=CN=C2)(O)O. Cell line: T-47D. Synergy scores: CSS=64.8, Synergy_ZIP=5.69, Synergy_Bliss=6.87, Synergy_Loewe=-4.36, Synergy_HSA=8.19. Drug 1: C1=CC=C(C=C1)NC(=O)CCCCCCC(=O)NO. (8) Drug 1: CC(C1=C(C=CC(=C1Cl)F)Cl)OC2=C(N=CC(=C2)C3=CN(N=C3)C4CCNCC4)N. Drug 2: C1=NC2=C(N=C(N=C2N1C3C(C(C(O3)CO)O)O)F)N. Cell line: NCI/ADR-RES. Synergy scores: CSS=-3.08, Synergy_ZIP=-10.7, Synergy_Bliss=-15.3, Synergy_Loewe=-26.2, Synergy_HSA=-16.0. (9) Drug 2: CCCCC(=O)OCC(=O)C1(CC(C2=C(C1)C(=C3C(=C2O)C(=O)C4=C(C3=O)C=CC=C4OC)O)OC5CC(C(C(O5)C)O)NC(=O)C(F)(F)F)O. Synergy scores: CSS=10.4, Synergy_ZIP=-6.81, Synergy_Bliss=-4.22, Synergy_Loewe=-7.78, Synergy_HSA=-5.71. Cell line: EKVX. Drug 1: CCC(=C(C1=CC=CC=C1)C2=CC=C(C=C2)OCCN(C)C)C3=CC=CC=C3.C(C(=O)O)C(CC(=O)O)(C(=O)O)O. (10) Drug 1: CC12CCC3C(C1CCC2=O)CC(=C)C4=CC(=O)C=CC34C. Drug 2: C1=NC2=C(N=C(N=C2N1C3C(C(C(O3)CO)O)O)F)N. Cell line: MALME-3M. Synergy scores: CSS=41.1, Synergy_ZIP=1.26, Synergy_Bliss=3.87, Synergy_Loewe=2.54, Synergy_HSA=3.14.